Dataset: NCI-60 drug combinations with 297,098 pairs across 59 cell lines. Task: Regression. Given two drug SMILES strings and cell line genomic features, predict the synergy score measuring deviation from expected non-interaction effect. Drug 1: CC(C1=C(C=CC(=C1Cl)F)Cl)OC2=C(N=CC(=C2)C3=CN(N=C3)C4CCNCC4)N. Drug 2: C(CN)CNCCSP(=O)(O)O. Cell line: SNB-75. Synergy scores: CSS=4.71, Synergy_ZIP=-1.15, Synergy_Bliss=-0.271, Synergy_Loewe=-2.03, Synergy_HSA=-0.768.